From a dataset of Reaction yield outcomes from USPTO patents with 853,638 reactions. Predict the reaction yield, written as a fraction of the theoretical maximum amount of product (1.0 means a 100% yield; for example, 0.34 means a 34% yield). (1) The reactants are [N+:1]([C:4]1[CH:12]=[CH:11][C:7]2[N:8]=[CH:9][S:10][C:6]=2[CH:5]=1)([O-])=O.Cl[Sn]Cl.[NH4+].[OH-]. The catalyst is Cl. The product is [S:10]1[C:6]2[CH:5]=[C:4]([NH2:1])[CH:12]=[CH:11][C:7]=2[N:8]=[CH:9]1. The yield is 0.720. (2) The reactants are [CH2:1]([N:8]1[C:12](I)=[C:11]([CH:14]=[O:15])[CH:10]=[C:9]1[C:16]([O:18][CH3:19])=[O:17])[C:2]1[CH:7]=[CH:6][CH:5]=[CH:4][CH:3]=1.[C:20]1([C:26]([C:30]2[CH:35]=[CH:34][CH:33]=[CH:32][CH:31]=2)([OH:29])[C:27]#[CH:28])[CH:25]=[CH:24][CH:23]=[CH:22][CH:21]=1.C1C=CC(P(C2C=CC=CC=2)C2C=CC=CC=2)=CC=1.CCN(CC)CC. The catalyst is CN(C=O)C.[Cu]I.Cl[Pd](Cl)([P](C1C=CC=CC=1)(C1C=CC=CC=1)C1C=CC=CC=1)[P](C1C=CC=CC=1)(C1C=CC=CC=1)C1C=CC=CC=1. The product is [CH2:1]([N:8]1[C:12]([C:28]#[C:27][C:26]([OH:29])([C:20]2[CH:25]=[CH:24][CH:23]=[CH:22][CH:21]=2)[C:30]2[CH:35]=[CH:34][CH:33]=[CH:32][CH:31]=2)=[C:11]([CH:14]=[O:15])[CH:10]=[C:9]1[C:16]([O:18][CH3:19])=[O:17])[C:2]1[CH:7]=[CH:6][CH:5]=[CH:4][CH:3]=1. The yield is 0.870. (3) The reactants are [CH3:1][C:2]1[CH:10]=[CH:9][C:5]([C:6](O)=[O:7])=[CH:4][C:3]=1[B:11]1[O:15][C:14]([CH3:17])([CH3:16])[C:13]([CH3:19])([CH3:18])[O:12]1.[CH:20]1([NH2:23])[CH2:22][CH2:21]1.C(N(C(C)C)CC)(C)C.F[P-](F)(F)(F)(F)F.N1(OC(N(C)C)=[N+](C)C)C2N=CC=CC=2N=N1. The catalyst is CN(C=O)C. The product is [CH:20]1([NH:23][C:6](=[O:7])[C:5]2[CH:9]=[CH:10][C:2]([CH3:1])=[C:3]([B:11]3[O:12][C:13]([CH3:18])([CH3:19])[C:14]([CH3:16])([CH3:17])[O:15]3)[CH:4]=2)[CH2:22][CH2:21]1. The yield is 0.960. (4) The reactants are CS(O[CH2:6][C:7]1([CH3:26])[CH2:12][CH2:11][CH:10]([S:13]([C:16]2[CH:21]=[CH:20][CH:19]=[C:18]([C:22]([F:25])([F:24])[F:23])[CH:17]=2)(=[O:15])=[O:14])[CH2:9][CH2:8]1)(=O)=O.[N-:27]=[N+:28]=[N-:29].[Na+]. The catalyst is CN(C=O)C. The product is [N:27]([CH2:6][C:7]1([CH3:26])[CH2:12][CH2:11][CH:10]([S:13]([C:16]2[CH:21]=[CH:20][CH:19]=[C:18]([C:22]([F:25])([F:24])[F:23])[CH:17]=2)(=[O:15])=[O:14])[CH2:9][CH2:8]1)=[N+:28]=[N-:29]. The yield is 0.610. (5) The reactants are [NH2:1][C:2]1[CH:7]=[CH:6][C:5]([S:8]([NH:11][C:12]2[S:16][C:15]([S:17]([NH2:20])(=[O:19])=[O:18])=[N:14][N:13]=2)(=[O:10])=[O:9])=[CH:4][CH:3]=1.C(N(CC)CC)C.[C:28](Cl)(=[O:38])[CH2:29][CH2:30][CH2:31][CH2:32][CH2:33][CH2:34][CH2:35][CH2:36][CH3:37]. The catalyst is C(#N)C. The product is [S:17]([C:15]1[S:16][C:12]([NH:11][S:8]([C:5]2[CH:6]=[CH:7][C:2]([NH:1][C:28](=[O:38])[CH2:29][CH2:30][CH2:31][CH2:32][CH2:33][CH2:34][CH2:35][CH2:36][CH3:37])=[CH:3][CH:4]=2)(=[O:10])=[O:9])=[N:13][N:14]=1)(=[O:18])(=[O:19])[NH2:20]. The yield is 0.600. (6) The yield is 0.790. The product is [CH3:17][O:18][C:19]([N:10]1[C:4]2[CH:3]=[C:2]([Br:1])[N:7]=[CH:6][C:5]=2[CH:8]=[C:9]1[C:11]1[CH:12]=[N:13][N:14]([CH3:16])[CH:15]=1)=[O:20]. The reactants are [Br:1][C:2]1[N:7]=[CH:6][C:5]2[CH:8]=[C:9]([C:11]3[CH:12]=[N:13][N:14]([CH3:16])[CH:15]=3)[NH:10][C:4]=2[CH:3]=1.[CH3:17][O:18][C:19](Cl)=[O:20]. The catalyst is CN(C=O)C.C(OCC)(=O)C.O. (7) The reactants are [CH3:1][O:2][C:3]1[CH:8]=[CH:7][C:6]([C:9]2[C:14]([C:15]3[CH:20]=[CH:19][C:18]([O:21][CH3:22])=[CH:17][CH:16]=3)=[N:13][N:12]([CH2:23][CH2:24]O)[C:11](=[O:26])[CH:10]=2)=[CH:5][CH:4]=1.C1(C)C=CC(S(Cl)(=O)=O)=CC=1.[NH:38]1[CH2:43][CH2:42][O:41][CH2:40][CH2:39]1. No catalyst specified. The product is [CH3:1][O:2][C:3]1[CH:8]=[CH:7][C:6]([C:9]2[C:14]([C:15]3[CH:16]=[CH:17][C:18]([O:21][CH3:22])=[CH:19][CH:20]=3)=[N:13][N:12]([CH2:23][CH2:24][N:38]3[CH2:43][CH2:42][O:41][CH2:40][CH2:39]3)[C:11](=[O:26])[CH:10]=2)=[CH:5][CH:4]=1. The yield is 0.426.